This data is from Reaction yield outcomes from USPTO patents with 853,638 reactions. The task is: Predict the reaction yield, written as a fraction of the theoretical maximum amount of product (1.0 means a 100% yield; for example, 0.34 means a 34% yield). (1) The reactants are C(Cl)(=O)C(Cl)=O.[Br:7][C:8]1[CH:19]=[C:18]([F:20])[C:17]([F:21])=[CH:16][C:9]=1[O:10][CH2:11][CH2:12][C:13]([OH:15])=O.CN(C=O)C.[Al+3].[Cl-].[Cl-].[Cl-]. The catalyst is C(Cl)Cl. The product is [Br:7][C:8]1[CH:19]=[C:18]([F:20])[C:17]([F:21])=[C:16]2[C:9]=1[O:10][CH2:11][CH2:12][C:13]2=[O:15]. The yield is 0.730. (2) The catalyst is O1CCCC1.O. The product is [Cl:22][C:19]1[C:20]2[O:21][C:11]3[C:10](=[O:23])[N:9]([C@@H:4]([CH2:5][CH:6]([CH3:8])[CH3:7])[C:3]([OH:24])=[O:2])[CH2:13][C:12]=3[CH2:14][C:15]=2[CH:16]=[CH:17][CH:18]=1. The reactants are C[O:2][C:3](=[O:24])[C@@H:4]([N:9]1[CH2:13][C:12]2[CH2:14][C:15]3[CH:16]=[CH:17][CH:18]=[C:19]([Cl:22])[C:20]=3[O:21][C:11]=2[C:10]1=[O:23])[CH2:5][CH:6]([CH3:8])[CH3:7].O.[OH-].[Li+]. The yield is 0.936. (3) The reactants are [OH:1][CH:2]1[C:11]2[C:6](=[CH:7][CH:8]=[C:9]([N:12]3[C:17](=[O:18])[C:16]([CH2:19][C:20]4[CH:25]=[CH:24][C:23]([C:26]5[CH:31]=[CH:30][CH:29]=[CH:28][C:27]=5[C:32]5[NH:36][C:35](=[O:37])[O:34][N:33]=5)=[CH:22][CH:21]=4)=[C:15]([CH2:38][CH2:39][CH3:40])[N:14]=[C:13]3[CH3:41])[CH:10]=2)[O:5][C:4]([CH3:43])([CH3:42])[CH2:3]1.CC(OI1(OC(C)=O)(OC(C)=O)OC(=O)C2C1=CC=CC=2)=O. The catalyst is ClCCl.C(OCC)(=O)C. The product is [CH3:42][C:4]1([CH3:43])[CH2:3][C:2](=[O:1])[C:11]2[C:6](=[CH:7][CH:8]=[C:9]([N:12]3[C:17](=[O:18])[C:16]([CH2:19][C:20]4[CH:21]=[CH:22][C:23]([C:26]5[CH:31]=[CH:30][CH:29]=[CH:28][C:27]=5[C:32]5[NH:36][C:35](=[O:37])[O:34][N:33]=5)=[CH:24][CH:25]=4)=[C:15]([CH2:38][CH2:39][CH3:40])[N:14]=[C:13]3[CH3:41])[CH:10]=2)[O:5]1. The yield is 0.860. (4) The yield is 0.740. The reactants are C(OC(=O)[NH:7][C@H:8]1[CH2:13][CH2:12][C@@H:11]([N:14]2[C:19](=[O:20])[C:18]3[CH:21]=[C:22]([F:25])[CH:23]=[N:24][C:17]=3[N:16]([C:26]3[CH:27]=[C:28]([C:32]4[CH:37]=[CH:36][C:35]([CH2:38][N:39]([CH3:41])[CH3:40])=[CH:34][CH:33]=4)[CH:29]=[CH:30][CH:31]=3)[C:15]2=[O:42])[CH2:10][CH2:9]1)(C)(C)C.Cl. The product is [NH2:7][C@@H:8]1[CH2:13][CH2:12][C@H:11]([N:14]2[C:19](=[O:20])[C:18]3[CH:21]=[C:22]([F:25])[CH:23]=[N:24][C:17]=3[N:16]([C:26]3[CH:27]=[C:28]([C:32]4[CH:33]=[CH:34][C:35]([CH2:38][N:39]([CH3:40])[CH3:41])=[CH:36][CH:37]=4)[CH:29]=[CH:30][CH:31]=3)[C:15]2=[O:42])[CH2:10][CH2:9]1. The catalyst is O1CCOCC1. (5) The reactants are Cl.[O:2]1[C:6]2[CH:7]=[CH:8][CH:9]=[CH:10][C:5]=2[CH:4]=[C:3]1[C:11]1[CH:16]=[CH:15][N:14]([CH2:17][CH2:18][C:19]([CH3:34])([S:30]([CH3:33])(=[O:32])=[O:31])[C:20]([NH:22][O:23]C2CCCCO2)=[O:21])[C:13](=[O:35])[CH:12]=1.O. The catalyst is O1CCOCC1.ClCCl. The product is [O:2]1[C:6]2[CH:7]=[CH:8][CH:9]=[CH:10][C:5]=2[CH:4]=[C:3]1[C:11]1[CH:16]=[CH:15][N:14]([CH2:17][CH2:18][C:19]([CH3:34])([S:30]([CH3:33])(=[O:31])=[O:32])[C:20]([NH:22][OH:23])=[O:21])[C:13](=[O:35])[CH:12]=1. The yield is 0.990. (6) The reactants are C(O)(=O)C.[CH:5]([NH2:7])=[NH:6].[F:8][C:9]1[CH:26]=[CH:25][C:12]([C:13]([NH:15][CH:16]([C:21](OC)=[O:22])[C:17](OC)=[O:18])=[O:14])=[CH:11][CH:10]=1.[Na]. The catalyst is C(O)C. The product is [OH:22][C:21]1[C:16]([NH:15][C:13](=[O:14])[C:12]2[CH:25]=[CH:26][C:9]([F:8])=[CH:10][CH:11]=2)=[C:17]([OH:18])[N:7]=[CH:5][N:6]=1. The yield is 0.640. (7) The reactants are [CH3:1][O:2][CH2:3][C@@H:4]1[CH2:8][N:7]([C:9]([O:11][C:12]([CH3:15])([CH3:14])[CH3:13])=[O:10])[C@H:6]([C:16]2[NH:20][C:19]3[C:21]4[C:26]([CH:27]=[CH:28][C:18]=3[N:17]=2)=[CH:25][C:24]2[C:29]3[C:34]([CH2:35][O:36][C:23]=2[CH:22]=4)=[CH:33][C:32](B2OC(C)(C)C(C)(C)O2)=[CH:31][CH:30]=3)[CH2:5]1.Br[C:47]1[NH:51][C:50]([C@@H:52]2[CH2:56][C@H:55]([CH3:57])[CH2:54][N:53]2[C:58](=[O:68])[C@@H:59]([NH:63][C:64](=[O:67])[O:65][CH3:66])[CH:60]([CH3:62])[CH3:61])=[N:49][CH:48]=1.C(=O)([O-])[O-].[K+].[K+]. The catalyst is COCCOC.CN(C)C=O.[Pd].C1(P(C2C=CC=CC=2)C2C=CC=CC=2)C=CC=CC=1.C1(P(C2C=CC=CC=2)C2C=CC=CC=2)C=CC=CC=1.C1(P(C2C=CC=CC=2)C2C=CC=CC=2)C=CC=CC=1.C1(P(C2C=CC=CC=2)C2C=CC=CC=2)C=CC=CC=1.C1C=CC(P(C2C=CC=CC=2)[C-]2C=CC=C2)=CC=1.C1C=CC(P(C2C=CC=CC=2)[C-]2C=CC=C2)=CC=1.Cl[Pd]Cl.[Fe+2]. The product is [CH3:66][O:65][C:64]([NH:63][C@H:59]([C:58]([N:53]1[CH2:54][C@@H:55]([CH3:57])[CH2:56][C@H:52]1[C:50]1[NH:51][C:47]([C:32]2[CH:33]=[C:34]3[CH2:35][O:36][C:23]4[CH:22]=[C:21]5[C:26]([CH:27]=[CH:28][C:18]6[NH:17][C:16]([C@@H:6]7[CH2:5][C@H:4]([CH2:3][O:2][CH3:1])[CH2:8][N:7]7[C:9]([O:11][C:12]([CH3:13])([CH3:14])[CH3:15])=[O:10])=[N:20][C:19]=65)=[CH:25][C:24]=4[C:29]3=[CH:30][CH:31]=2)=[CH:48][N:49]=1)=[O:68])[CH:60]([CH3:62])[CH3:61])=[O:67]. The yield is 0.320. (8) The reactants are Cl.[CH3:2][NH:3][CH2:4][CH2:5][C@H:6]1[CH2:11][CH2:10][C@H:9](/[CH:12]=[CH:13]/[CH2:14][OH:15])[CH2:8][CH2:7]1.Cl[C:17]([O:19][C:20]1[CH:25]=[CH:24][C:23]([Cl:26])=[CH:22][CH:21]=1)=[O:18].C(N(C(C)C)CC)(C)C. The catalyst is ClCCl.CCOCC. The product is [Cl:26][C:23]1[CH:24]=[CH:25][C:20]([O:19][C:17](=[O:18])[N:3]([CH2:4][CH2:5][C@H:6]2[CH2:11][CH2:10][C@H:9](/[CH:12]=[CH:13]/[CH2:14][OH:15])[CH2:8][CH2:7]2)[CH3:2])=[CH:21][CH:22]=1. The yield is 0.647.